This data is from NCI-60 drug combinations with 297,098 pairs across 59 cell lines. The task is: Regression. Given two drug SMILES strings and cell line genomic features, predict the synergy score measuring deviation from expected non-interaction effect. (1) Drug 1: CC1CCC2CC(C(=CC=CC=CC(CC(C(=O)C(C(C(=CC(C(=O)CC(OC(=O)C3CCCCN3C(=O)C(=O)C1(O2)O)C(C)CC4CCC(C(C4)OC)O)C)C)O)OC)C)C)C)OC. Drug 2: CC1C(C(CC(O1)OC2CC(CC3=C2C(=C4C(=C3O)C(=O)C5=CC=CC=C5C4=O)O)(C(=O)C)O)N)O. Cell line: M14. Synergy scores: CSS=45.3, Synergy_ZIP=7.13, Synergy_Bliss=7.02, Synergy_Loewe=7.38, Synergy_HSA=7.87. (2) Drug 1: C1=CC(=CC=C1CCC2=CNC3=C2C(=O)NC(=N3)N)C(=O)NC(CCC(=O)O)C(=O)O. Drug 2: C1=CC(=CC=C1C#N)C(C2=CC=C(C=C2)C#N)N3C=NC=N3. Cell line: ACHN. Synergy scores: CSS=19.6, Synergy_ZIP=-1.71, Synergy_Bliss=-2.85, Synergy_Loewe=-10.4, Synergy_HSA=-0.246. (3) Drug 1: C1=CC=C(C=C1)NC(=O)CCCCCCC(=O)NO. Drug 2: C(CC(=O)O)C(=O)CN.Cl. Cell line: HT29. Synergy scores: CSS=15.1, Synergy_ZIP=-5.00, Synergy_Bliss=-3.10, Synergy_Loewe=-9.38, Synergy_HSA=-3.41. (4) Drug 1: C1=CC(=CC=C1CC(C(=O)O)N)N(CCCl)CCCl.Cl. Drug 2: CC(C)NC(=O)C1=CC=C(C=C1)CNNC.Cl. Cell line: SK-MEL-28. Synergy scores: CSS=-2.68, Synergy_ZIP=2.77, Synergy_Bliss=5.58, Synergy_Loewe=-5.85, Synergy_HSA=-0.841. (5) Drug 1: C1=NC(=NC(=O)N1C2C(C(C(O2)CO)O)O)N. Drug 2: C1C(C(OC1N2C=NC(=NC2=O)N)CO)O. Cell line: NCIH23. Synergy scores: CSS=17.9, Synergy_ZIP=-4.10, Synergy_Bliss=-3.07, Synergy_Loewe=1.01, Synergy_HSA=0.495.